Dataset: Full USPTO retrosynthesis dataset with 1.9M reactions from patents (1976-2016). Task: Predict the reactants needed to synthesize the given product. (1) Given the product [CH:1]([OH:8])([C:9]1[CH:10]=[CH:11][CH:12]=[CH:13][CH:14]=1)[C:2]1[CH:7]=[CH:6][CH:5]=[CH:4][CH:3]=1, predict the reactants needed to synthesize it. The reactants are: [C:1]([C:9]1[CH:14]=[CH:13][CH:12]=[CH:11][CH:10]=1)(=[O:8])[C:2]1[CH:7]=[CH:6][CH:5]=[CH:4][CH:3]=1.O(C(C)C)[Na]. (2) Given the product [CH:1]([C:3]1[CH:11]=[CH:10][C:6]([C:7]([O-:9])=[O:8])=[CH:5][CH:4]=1)=[CH2:2].[Mn+2:24].[CH:25]([C:27]1[CH:35]=[CH:34][C:30]([C:31]([O-:33])=[O:32])=[CH:29][CH:28]=1)=[CH2:26], predict the reactants needed to synthesize it. The reactants are: [CH:1]([C:3]1[CH:11]=[CH:10][C:6]([C:7]([OH:9])=[O:8])=[CH:5][CH:4]=1)=[CH2:2].[OH-].[Na+].O.O.O.O.O.S([O-])([O-])(=O)=O.[Mn+2:24].[CH:25]([C:27]1[CH:35]=[CH:34][C:30]([C:31]([O-:33])=[O:32])=[CH:29][CH:28]=1)=[CH2:26].[Na+]. (3) The reactants are: [H-].[Al+3].[Li+].[H-].[H-].[H-].[CH3:7][N:8]1[C:12]([NH:13][C:14]([C:27]2[CH:32]=[CH:31][CH:30]=[CH:29][CH:28]=2)([C:21]2[CH:26]=[CH:25][CH:24]=[CH:23][CH:22]=2)[C:15]2[CH:20]=[CH:19][CH:18]=[CH:17][CH:16]=2)=[C:11](/[CH:33]=[CH:34]/[C:35]#[N:36])[CH:10]=[N:9]1.[F-].[Na+].O. Given the product [NH2:36][CH2:35][CH2:34][CH2:33][C:11]1[CH:10]=[N:9][N:8]([CH3:7])[C:12]=1[NH:13][C:14]([C:21]1[CH:22]=[CH:23][CH:24]=[CH:25][CH:26]=1)([C:27]1[CH:28]=[CH:29][CH:30]=[CH:31][CH:32]=1)[C:15]1[CH:20]=[CH:19][CH:18]=[CH:17][CH:16]=1, predict the reactants needed to synthesize it. (4) Given the product [C:1]1([N:7]2[C:11]3[CH:12]=[CH:13][CH:14]=[CH:15][C:10]=3[N:9]=[C:8]2[C:16]2[CH:21]=[CH:20][C:19]([N:40]3[C:39]4[CH:38]=[CH:37][C:36]([C:26]5[C:27]6[S:28][C:29]7[CH:35]=[CH:34][CH:33]=[CH:32][C:30]=7[C:31]=6[CH:23]=[CH:24][CH:25]=5)=[CH:48][C:47]=4[C:46]4[C:41]3=[CH:42][CH:43]=[CH:44][CH:45]=4)=[CH:18][CH:17]=2)[CH:6]=[CH:5][CH:4]=[CH:3][CH:2]=1, predict the reactants needed to synthesize it. The reactants are: [C:1]1([N:7]2[C:11]3[CH:12]=[CH:13][CH:14]=[CH:15][C:10]=3[N:9]=[C:8]2[C:16]2[CH:21]=[CH:20][C:19](Br)=[CH:18][CH:17]=2)[CH:6]=[CH:5][CH:4]=[CH:3][CH:2]=1.[CH:23]1[C:31]2[C:30]3[CH:32]=[CH:33][CH:34]=[CH:35][C:29]=3[S:28][C:27]=2[C:26]([C:36]2[CH:37]=[CH:38][C:39]3[NH:40][C:41]4[C:46]([C:47]=3[CH:48]=2)=[CH:45][CH:44]=[CH:43][CH:42]=4)=[CH:25][CH:24]=1.C(P(C(C)(C)C)C(C)(C)C)(C)(C)C.CC(C)([O-])C.[Na+]. (5) Given the product [C:1]([O:5][C:6]([NH:8][CH2:9][CH:10]([CH3:39])[CH2:11][O:12][C:13]1[CH:37]=[C:36]([N:40]2[CH2:44][CH2:43][CH2:42][CH2:41]2)[CH:35]=[CH:34][C:14]=1[C:15]([NH:17][C:18]1[CH:33]=[CH:32][CH:31]=[CH:30][C:19]=1[C:20]([NH:22][C:23]1[CH:28]=[CH:27][C:26]([Cl:29])=[CH:25][N:24]=1)=[O:21])=[O:16])=[O:7])([CH3:4])([CH3:3])[CH3:2], predict the reactants needed to synthesize it. The reactants are: [C:1]([O:5][C:6]([NH:8][CH2:9][CH:10]([CH3:39])[CH2:11][O:12][C:13]1[CH:37]=[C:36](F)[CH:35]=[CH:34][C:14]=1[C:15]([NH:17][C:18]1[CH:33]=[CH:32][CH:31]=[CH:30][C:19]=1[C:20]([NH:22][C:23]1[CH:28]=[CH:27][C:26]([Cl:29])=[CH:25][N:24]=1)=[O:21])=[O:16])=[O:7])([CH3:4])([CH3:3])[CH3:2].[NH:40]1[CH2:44][CH2:43][CH2:42][CH2:41]1. (6) Given the product [Cl:1][C:2]1[CH:10]=[CH:9][C:8]2[N:7]([CH2:25][CH2:24][C:21]3[CH:22]=[CH:23][C:18]([N:17]([CH3:26])[CH3:16])=[N:19][CH:20]=3)[C:6]3[CH2:11][CH2:12][N:13]([CH3:15])[CH2:14][C:5]=3[C:4]=2[CH:3]=1, predict the reactants needed to synthesize it. The reactants are: [Cl:1][C:2]1[CH:10]=[CH:9][C:8]2[NH:7][C:6]3[CH2:11][CH2:12][N:13]([CH3:15])[CH2:14][C:5]=3[C:4]=2[CH:3]=1.[CH3:16][N:17]([CH3:26])[C:18]1[CH:23]=[CH:22][C:21]([CH:24]=[CH2:25])=[CH:20][N:19]=1.[OH-].[K+]. (7) Given the product [NH2:25][C:9]1[N:8]=[C:7]([O:6][CH2:5][CH2:4][CH:1]2[CH2:2][CH2:3]2)[N:15]=[C:14]2[C:10]=1[NH:11][C:12](=[O:23])[N:13]2[CH2:16][CH2:17][CH:18]1[CH2:22][CH2:21][CH2:20][O:19]1, predict the reactants needed to synthesize it. The reactants are: [CH:1]1([CH2:4][CH2:5][O:6][C:7]2[N:15]=[C:14]3[C:10]([N:11]=[C:12]([O:23]C)[N:13]3[CH2:16][CH2:17][CH:18]3[CH2:22][CH2:21][CH2:20][O:19]3)=[C:9]([NH2:25])[N:8]=2)[CH2:3][CH2:2]1.Cl.O1CCOCC1.